From a dataset of Forward reaction prediction with 1.9M reactions from USPTO patents (1976-2016). Predict the product of the given reaction. Given the reactants [F:1][C:2]1[C:10]([CH3:11])=[CH:9][CH:8]=[C:7]([N:12]2[N:16]=[CH:15][CH:14]=N2)[C:3]=1[C:4]([OH:6])=[O:5].N1C=C[CH:19]=N1, predict the reaction product. The product is: [F:1][C:2]1[C:10]([CH3:11])=[CH:9][CH:8]=[C:7]([N:12]2[CH:19]=[CH:14][CH:15]=[N:16]2)[C:3]=1[C:4]([OH:6])=[O:5].